From a dataset of Catalyst prediction with 721,799 reactions and 888 catalyst types from USPTO. Predict which catalyst facilitates the given reaction. Product: [C:1]1([CH2:7][CH2:8][CH2:9][C:10]2[CH:11]=[CH:12][C:13]([C:14]([OH:16])=[O:15])=[CH:17][CH:18]=2)[CH:2]=[CH:3][CH:4]=[CH:5][CH:6]=1. Reactant: [C:1]1([CH2:7][CH:8]=[CH:9][C:10]2[CH:18]=[CH:17][C:13]([C:14]([OH:16])=[O:15])=[CH:12][CH:11]=2)[CH:6]=[CH:5][CH:4]=[CH:3][CH:2]=1.C1(C=CCC2C=CC(C(O)=O)=CC=2)C=CC=CC=1. The catalyst class is: 19.